Dataset: NCI-60 drug combinations with 297,098 pairs across 59 cell lines. Task: Regression. Given two drug SMILES strings and cell line genomic features, predict the synergy score measuring deviation from expected non-interaction effect. (1) Drug 1: C1CCC(C1)C(CC#N)N2C=C(C=N2)C3=C4C=CNC4=NC=N3. Drug 2: C1=CC(=CC=C1CCCC(=O)O)N(CCCl)CCCl. Cell line: K-562. Synergy scores: CSS=30.3, Synergy_ZIP=-0.508, Synergy_Bliss=3.16, Synergy_Loewe=-0.370, Synergy_HSA=1.84. (2) Drug 1: C1=CN(C(=O)N=C1N)C2C(C(C(O2)CO)O)O.Cl. Drug 2: C1=NC2=C(N=C(N=C2N1C3C(C(C(O3)CO)O)F)Cl)N. Cell line: U251. Synergy scores: CSS=23.8, Synergy_ZIP=-1.81, Synergy_Bliss=8.01, Synergy_Loewe=-0.640, Synergy_HSA=-1.95. (3) Drug 1: C1=CC(=CC=C1CCC2=CNC3=C2C(=O)NC(=N3)N)C(=O)NC(CCC(=O)O)C(=O)O. Drug 2: CC1=CC2C(CCC3(C2CCC3(C(=O)C)OC(=O)C)C)C4(C1=CC(=O)CC4)C. Cell line: HOP-92. Synergy scores: CSS=-5.43, Synergy_ZIP=0.597, Synergy_Bliss=-11.7, Synergy_Loewe=-39.7, Synergy_HSA=-19.7. (4) Drug 1: C1CCC(CC1)NC(=O)N(CCCl)N=O. Drug 2: C1=CN(C(=O)N=C1N)C2C(C(C(O2)CO)O)O.Cl. Cell line: M14. Synergy scores: CSS=19.7, Synergy_ZIP=-9.33, Synergy_Bliss=2.44, Synergy_Loewe=-15.5, Synergy_HSA=1.76. (5) Drug 1: C1=NC(=NC(=O)N1C2C(C(C(O2)CO)O)O)N. Drug 2: C1C(C(OC1N2C=NC(=NC2=O)N)CO)O. Cell line: ACHN. Synergy scores: CSS=23.6, Synergy_ZIP=-11.7, Synergy_Bliss=-3.21, Synergy_Loewe=-2.64, Synergy_HSA=-0.757. (6) Drug 1: CC1=C(C=C(C=C1)NC2=NC=CC(=N2)N(C)C3=CC4=NN(C(=C4C=C3)C)C)S(=O)(=O)N.Cl. Drug 2: C(CCl)NC(=O)N(CCCl)N=O. Cell line: HCT116. Synergy scores: CSS=7.87, Synergy_ZIP=-1.68, Synergy_Bliss=4.37, Synergy_Loewe=2.56, Synergy_HSA=2.50. (7) Drug 1: COC1=NC(=NC2=C1N=CN2C3C(C(C(O3)CO)O)O)N. Drug 2: C1CN(P(=O)(OC1)NCCCl)CCCl. Cell line: HCT116. Synergy scores: CSS=0.350, Synergy_ZIP=3.76, Synergy_Bliss=6.45, Synergy_Loewe=3.75, Synergy_HSA=0.388.